Predict the product of the given reaction. From a dataset of Forward reaction prediction with 1.9M reactions from USPTO patents (1976-2016). (1) Given the reactants [Cl:1][C:2]1[N:7]=[C:6]([C:8](Cl)=[O:9])[CH:5]=[N:4][CH:3]=1.[CH3:11][O:12][C:13]1[CH:14]=[C:15]([CH:17]=[C:18]([O:20][CH3:21])[CH:19]=1)[NH2:16], predict the reaction product. The product is: [Cl:1][C:2]1[N:7]=[C:6]([C:8]([NH:16][C:15]2[CH:17]=[C:18]([O:20][CH3:21])[CH:19]=[C:13]([O:12][CH3:11])[CH:14]=2)=[O:9])[CH:5]=[N:4][CH:3]=1. (2) Given the reactants [C:1]([O:13][C:14]([CH3:17])([CH3:16])[CH3:15])(=[O:12])[CH2:2][NH:3][CH2:4][C:5]([O:7][C:8]([CH3:11])([CH3:10])[CH3:9])=[O:6].[C:18]1(=[O:24])[O:23][C:21](=[O:22])[CH2:20][CH2:19]1.C(N(C(C)C)C(C)C)C, predict the reaction product. The product is: [C:14]([O:13][C:1]([CH2:2][N:3]([CH2:4][C:5]([O:7][C:8]([CH3:10])([CH3:9])[CH3:11])=[O:6])[C:18]([CH2:19][CH2:20][C:21]([OH:23])=[O:22])=[O:24])=[O:12])([CH3:17])([CH3:16])[CH3:15].